This data is from Catalyst prediction with 721,799 reactions and 888 catalyst types from USPTO. The task is: Predict which catalyst facilitates the given reaction. (1) Reactant: [CH2:1]([O:3][C:4](=[O:21])[CH2:5][N:6]([CH2:14][C:15]1[CH:20]=[CH:19][CH:18]=[CH:17][CH:16]=1)[CH2:7][C:8]1[CH:13]=[CH:12][CH:11]=[CH:10][CH:9]=1)[CH3:2].C([N-]C(C)C)(C)C.[Li+].[CH:30]1([CH:33]=[O:34])[CH2:32][CH2:31]1.[Cl-].[NH4+]. Product: [CH2:1]([O:3][C:4](=[O:21])[CH:5]([N:6]([CH2:7][C:8]1[CH:9]=[CH:10][CH:11]=[CH:12][CH:13]=1)[CH2:14][C:15]1[CH:20]=[CH:19][CH:18]=[CH:17][CH:16]=1)[CH:33]([CH:30]1[CH2:32][CH2:31]1)[OH:34])[CH3:2]. The catalyst class is: 7. (2) Reactant: C(=O)([O-])[O-].[K+].[K+].[SH:7][C:8]1[CH:17]=[CH:16][C:11]([C:12]([O:14][CH3:15])=[O:13])=[CH:10][CH:9]=1.Br[CH2:19][CH:20]([CH3:22])[CH3:21]. Product: [CH2:19]([S:7][C:8]1[CH:9]=[CH:10][C:11]([C:12]([O:14][CH3:15])=[O:13])=[CH:16][CH:17]=1)[CH:20]([CH3:22])[CH3:21]. The catalyst class is: 3. (3) Reactant: CC1(C)CCCC(C)(C)N1.[Li]CCCC.[Cl:16][C:17]1[C:18]2[S:25][CH:24]=[CH:23][C:19]=2[N:20]=[CH:21][N:22]=1.[C:26](=[O:28])=[O:27]. Product: [Cl:16][C:17]1[C:18]2[S:25][C:24]([C:26]([OH:28])=[O:27])=[CH:23][C:19]=2[N:20]=[CH:21][N:22]=1. The catalyst class is: 49. (4) Reactant: [CH2:1]([O:8][C:9]1[CH:10]=[C:11]([CH:20]=[C:21]([C:23](=[O:31])[NH:24][C:25]2[CH:29]=[CH:28][N:27]([CH3:30])[N:26]=2)[CH:22]=1)[O:12][C:13]1([C:17](O)=[O:18])[CH2:16][CH2:15][CH2:14]1)[C:2]1[CH:7]=[CH:6][CH:5]=[CH:4][CH:3]=1.C1COCC1.C1N=CN(C(N2C=NC=C2)=O)C=1.[BH4-].[Na+]. Product: [CH2:1]([O:8][C:9]1[CH:22]=[C:21]([CH:20]=[C:11]([O:12][C:13]2([CH2:17][OH:18])[CH2:16][CH2:15][CH2:14]2)[CH:10]=1)[C:23]([NH:24][C:25]1[CH:29]=[CH:28][N:27]([CH3:30])[N:26]=1)=[O:31])[C:2]1[CH:7]=[CH:6][CH:5]=[CH:4][CH:3]=1. The catalyst class is: 6. (5) Reactant: [CH2:1]([O:3][C:4]1[CH:29]=[CH:28][C:7]([CH2:8][C:9]2[N:13]([CH:14]3[CH2:19][CH2:18][N:17]([CH3:20])[CH2:16][CH2:15]3)[C:12]3[CH:21]=[CH:22][C:23]([N+:25]([O-])=O)=[CH:24][C:11]=3[N:10]=2)=[CH:6][CH:5]=1)[CH3:2].I.CS[C:33]([C:35]1[S:36][CH:37]=[CH:38][CH:39]=1)=[NH:34]. Product: [CH2:1]([O:3][C:4]1[CH:29]=[CH:28][C:7]([CH2:8][C:9]2[N:13]([CH:14]3[CH2:19][CH2:18][N:17]([CH3:20])[CH2:16][CH2:15]3)[C:12]3[CH:21]=[CH:22][C:23]([NH:25][C:33]([C:35]4[S:36][CH:37]=[CH:38][CH:39]=4)=[NH:34])=[CH:24][C:11]=3[N:10]=2)=[CH:6][CH:5]=1)[CH3:2]. The catalyst class is: 29. (6) Reactant: [CH2:1]([N:8]1[CH:12]=[C:11]([CH2:13][CH2:14][CH2:15][CH2:16][OH:17])[N:10]=[N:9]1)[C:2]1[CH:7]=[CH:6][CH:5]=[CH:4][CH:3]=1.CC(OI1(OC(C)=O)(OC(C)=O)OC(=O)C2C1=CC=CC=2)=O. Product: [CH2:1]([N:8]1[CH:12]=[C:11]([CH2:13][CH2:14][CH2:15][CH:16]=[O:17])[N:10]=[N:9]1)[C:2]1[CH:7]=[CH:6][CH:5]=[CH:4][CH:3]=1. The catalyst class is: 2. (7) Reactant: CON(C)[C:4](=[O:22])[C:5]1[CH:10]=[CH:9][C:8]([C:11]([F:14])([F:13])[F:12])=[N:7][C:6]=1[NH:15][C:16]1[CH:21]=[CH:20][CH:19]=[CH:18][CH:17]=1.[CH3:24][Mg]Cl. Product: [C:16]1([NH:15][C:6]2[C:5]([C:4](=[O:22])[CH3:24])=[CH:10][CH:9]=[C:8]([C:11]([F:12])([F:13])[F:14])[N:7]=2)[CH:17]=[CH:18][CH:19]=[CH:20][CH:21]=1. The catalyst class is: 7.